From a dataset of Forward reaction prediction with 1.9M reactions from USPTO patents (1976-2016). Predict the product of the given reaction. (1) Given the reactants [OH:1][CH2:2][CH2:3][CH2:4][O:5][C:6]1[CH:7]=[C:8]([CH:11]=[CH:12][CH:13]=1)[CH:9]=O.[CH3:14][NH2:15].[BH4-].[Na+], predict the reaction product. The product is: [CH3:14][NH:15][CH2:9][C:8]1[CH:7]=[C:6]([CH:13]=[CH:12][CH:11]=1)[O:5][CH2:4][CH2:3][CH2:2][OH:1]. (2) Given the reactants Cl[C:2]1[C:11]([C:12]([OH:14])=[O:13])=[CH:10][C:9]2[C:4](=[C:5]([Cl:16])[CH:6]=[C:7]([Cl:15])[CH:8]=2)[N:3]=1.[NH2:17][C@H:18]([C:26]([OH:28])=[O:27])[CH2:19][C:20]1[CH:25]=[CH:24][CH:23]=[CH:22][CH:21]=1, predict the reaction product. The product is: [C:26]([C@@H:18]([NH:17][C:2]1[C:11]([C:12]([OH:14])=[O:13])=[CH:10][C:9]2[C:4](=[C:5]([Cl:16])[CH:6]=[C:7]([Cl:15])[CH:8]=2)[N:3]=1)[CH2:19][C:20]1[CH:25]=[CH:24][CH:23]=[CH:22][CH:21]=1)([OH:28])=[O:27].